Predict the product of the given reaction. From a dataset of Forward reaction prediction with 1.9M reactions from USPTO patents (1976-2016). (1) Given the reactants [N:1]1([C:6]2[CH:14]=[CH:13][CH:12]=[CH:11][C:7]=2[C:8](O)=[O:9])[CH:5]=[N:4][N:3]=[N:2]1.[Cl-].[NH4+].CC[N:19]=C=NCCCN(C)C.Cl.C(N(C(C)C)CC)(C)C.ON1C2N=CC=CC=2N=N1, predict the reaction product. The product is: [N:1]1([C:6]2[CH:14]=[CH:13][CH:12]=[CH:11][C:7]=2[C:8]([NH2:19])=[O:9])[CH:5]=[N:4][N:3]=[N:2]1. (2) The product is: [CH2:12]([O:11][C:9]([N:1]1[CH2:8][CH2:7][CH2:6][CH:2]1[C:3](=[O:5])[NH:66][C:63]1[S:64][CH:65]=[C:61]([C:57]2[CH:58]=[CH:59][CH:60]=[C:55]([N+:52]([O-:54])=[O:53])[CH:56]=2)[N:62]=1)=[O:10])[C:13]1[CH:18]=[CH:17][CH:16]=[CH:15][CH:14]=1. Given the reactants [N:1]1([C:9]([O:11][CH2:12][C:13]2[CH:18]=[CH:17][CH:16]=[CH:15][CH:14]=2)=[O:10])[CH2:8][CH2:7][CH2:6][C@H:2]1[C:3]([OH:5])=O.CN(C(ON1N=NC2C=CC=NC1=2)=[N+](C)C)C.F[P-](F)(F)(F)(F)F.CCN(C(C)C)C(C)C.[N+:52]([C:55]1[CH:56]=[C:57]([C:61]2[N:62]=[C:63]([NH2:66])[S:64][CH:65]=2)[CH:58]=[CH:59][CH:60]=1)([O-:54])=[O:53], predict the reaction product. (3) Given the reactants [NH2:1][C:2]1[CH:9]=[C:8]([CH3:10])[C:5]([CH:6]=[O:7])=[C:4]([CH3:11])[CH:3]=1.[CH3:12][O:13][C:14](=[O:17])[CH2:15]Br.C([O-])([O-])=O.[K+].[K+], predict the reaction product. The product is: [CH3:12][O:13][C:14](=[O:17])[CH2:15][NH:1][C:2]1[CH:3]=[C:4]([CH3:11])[C:5]([CH:6]=[O:7])=[C:8]([CH3:10])[CH:9]=1. (4) Given the reactants [F:1][C:2]1[CH:30]=[CH:29][C:5]([CH2:6][N:7]([C:17]2[S:21][C:20]3[CH:22]=[CH:23][CH:24]=[CH:25][C:19]=3[C:18]=2C(O)=O)[S:8]([C:11]2[CH:16]=[CH:15][CH:14]=[CH:13][CH:12]=2)(=[O:10])=[O:9])=[CH:4][C:3]=1[C:31]([F:34])([F:33])[F:32].C([N:38]([CH:41](C)C)CC)(C)C.C1C=CC(P(N=[N+]=[N-])(C2C=CC=CC=2)=[O:51])=CC=1.[C:61]([OH:65])([CH3:64])([CH3:63])[CH3:62], predict the reaction product. The product is: [C:61]([O:65][C:41](=[O:51])[NH:38][C:18]1[C:19]2[CH:25]=[CH:24][CH:23]=[CH:22][C:20]=2[S:21][C:17]=1[N:7]([S:8]([C:11]1[CH:12]=[CH:13][CH:14]=[CH:15][CH:16]=1)(=[O:10])=[O:9])[CH2:6][C:5]1[CH:29]=[CH:30][C:2]([F:1])=[C:3]([C:31]([F:34])([F:33])[F:32])[CH:4]=1)([CH3:64])([CH3:63])[CH3:62]. (5) Given the reactants [CH3:1][N:2]([CH3:19])[CH2:3][CH2:4][CH2:5][O:6][C:7]1[CH:12]=[CH:11][C:10]([CH2:13]C(=O)CC#N)=[CH:9][CH:8]=1.[NH2:20][C:21]1[CH:25]=[CH:24][NH:23][N:22]=1.NN, predict the reaction product. The product is: [CH3:19][N:2]([CH3:1])[CH2:3][CH2:4][CH2:5][O:6][C:7]1[CH:8]=[CH:9][C:10]([CH2:13][C:24]2[CH:25]=[C:21]([NH2:20])[NH:22][N:23]=2)=[CH:11][CH:12]=1. (6) Given the reactants [Cl:1][C:2]1[CH:7]=[CH:6][C:5]([C:8]2[CH:25]=[CH:24][C:11]3[CH2:12][N:13](C(OC(C)(C)C)=O)[CH2:14][CH2:15][O:16][C:10]=3[CH:9]=2)=[CH:4][CH:3]=1.C(OCC)(=O)C.Cl, predict the reaction product. The product is: [ClH:1].[Cl:1][C:2]1[CH:3]=[CH:4][C:5]([C:8]2[CH:25]=[CH:24][C:11]3[CH2:12][NH:13][CH2:14][CH2:15][O:16][C:10]=3[CH:9]=2)=[CH:6][CH:7]=1.